Dataset: Forward reaction prediction with 1.9M reactions from USPTO patents (1976-2016). Task: Predict the product of the given reaction. Given the reactants [CH2:1](Br)[C:2]#[CH:3].[Mg].[N:6]1[CH:11]=[CH:10][C:9]([CH:12]=[O:13])=[CH:8][CH:7]=1.OS(O)(=O)=O, predict the reaction product. The product is: [N:6]1[CH:11]=[CH:10][C:9]([CH:12]([OH:13])[CH2:3][C:2]#[CH:1])=[CH:8][CH:7]=1.